Task: Predict which catalyst facilitates the given reaction.. Dataset: Catalyst prediction with 721,799 reactions and 888 catalyst types from USPTO (1) Reactant: [NH:1]1[CH2:6][CH2:5][CH:4]([CH2:7][CH2:8][C:9]([OH:11])=[O:10])[CH2:3][CH2:2]1.[OH-].[Ca+2:13].[OH-].C(#N)C.Cl[C:19]([O:21][CH2:22][C:23]1[CH:28]=[CH:27][CH:26]=[CH:25][CH:24]=1)=[O:20]. Product: [Ca+2:13].[CH2:22]([O:21][C:19]([N:1]1[CH2:6][CH2:5][CH:4]([CH2:7][CH2:8][C:9]([O-:11])=[O:10])[CH2:3][CH2:2]1)=[O:20])[C:23]1[CH:28]=[CH:27][CH:26]=[CH:25][CH:24]=1.[CH2:22]([O:21][C:19]([N:1]1[CH2:6][CH2:5][CH:4]([CH2:7][CH2:8][C:9]([O-:11])=[O:10])[CH2:3][CH2:2]1)=[O:20])[C:23]1[CH:28]=[CH:27][CH:26]=[CH:25][CH:24]=1. The catalyst class is: 6. (2) Reactant: [C:1]([N:5]1[CH2:26][CH2:25][CH2:24][CH2:23][C:8]2[CH:9]=[C:10]3[C:19]4[CH:18]=[C:17](Br)[C:16]([O:21][CH3:22])=[CH:15][C:14]=4[CH2:13][CH2:12][N:11]3[C:7]=2[C:6]1=[O:27])([CH3:4])([CH3:3])[CH3:2].C([Li])CCC.C1C=CC(S(N(S(C2C=CC=CC=2)(=O)=O)[F:43])(=O)=O)=CC=1.O. Product: [C:1]([N:5]1[CH2:26][CH2:25][CH2:24][CH2:23][C:8]2[CH:9]=[C:10]3[C:19]4[CH:18]=[C:17]([F:43])[C:16]([O:21][CH3:22])=[CH:15][C:14]=4[CH2:13][CH2:12][N:11]3[C:7]=2[C:6]1=[O:27])([CH3:4])([CH3:3])[CH3:2]. The catalyst class is: 1. (3) Reactant: [NH2:1][C:2]1[N:10]([CH2:11][C:12]2[CH:19]=[CH:18][C:15]([C:16]#[N:17])=[CH:14][CH:13]=2)[C:9]2[N:8]=[CH:7][N:6]([CH2:20][C:21]3[CH:30]=[CH:29][C:28]4[C:23](=[CH:24][CH:25]=[CH:26][CH:27]=4)[CH:22]=3)[C:5]=2[C:4](=[O:31])[N:3]=1.[N-:32]=[N+:33]=[N-:34].[Na+].[Cl-].[NH4+]. Product: [NH2:1][C:2]1[N:10]([CH2:11][C:12]2[CH:19]=[CH:18][C:15]([C:16]3[NH:34][N:33]=[N:32][N:17]=3)=[CH:14][CH:13]=2)[C:9]2[N:8]=[CH:7][N:6]([CH2:20][C:21]3[CH:30]=[CH:29][C:28]4[C:23](=[CH:24][CH:25]=[CH:26][CH:27]=4)[CH:22]=3)[C:5]=2[C:4](=[O:31])[N:3]=1. The catalyst class is: 3. (4) Reactant: [F:1][C:2]([F:21])([F:20])[O:3][C:4]1[CH:5]=[C:6]([S:10]([C:13]2[CH:19]=[CH:18][C:16]([NH2:17])=[CH:15][CH:14]=2)(=[O:12])=[O:11])[CH:7]=[CH:8][CH:9]=1.[N:22]1[CH:27]=[CH:26][CH:25]=[C:24]([CH:28]=[CH:29][C:30](Cl)=[O:31])[CH:23]=1.C([O-])([O-])=O.[K+].[K+]. Product: [N:22]1[CH:27]=[CH:26][CH:25]=[C:24]([CH:28]=[CH:29][C:30]([NH:17][C:16]2[CH:18]=[CH:19][C:13]([S:10]([C:6]3[CH:7]=[CH:8][CH:9]=[C:4]([O:3][C:2]([F:1])([F:20])[F:21])[CH:5]=3)(=[O:12])=[O:11])=[CH:14][CH:15]=2)=[O:31])[CH:23]=1. The catalyst class is: 3. (5) Reactant: [CH:1]([CH:3]([C:6]#[C:7][C:8]1[CH:13]=[CH:12][CH:11]=[CH:10][CH:9]=1)[CH2:4][NH2:5])=[CH2:2].Cl[C:15]1[C:24]2[C:19](=[CH:20][CH:21]=[CH:22][CH:23]=2)[N:18]=[CH:17][N:16]=1.C(N(CC)CC)C.CN(C=O)C. Product: [CH:1]([CH:3]([C:6]#[C:7][C:8]1[CH:13]=[CH:12][CH:11]=[CH:10][CH:9]=1)[CH2:4][NH:5][C:15]1[C:24]2[C:19](=[CH:20][CH:21]=[CH:22][CH:23]=2)[N:18]=[CH:17][N:16]=1)=[CH2:2]. The catalyst class is: 6. (6) Reactant: [H-].[Al+3].[Li+].[H-].[H-].[H-].[C:7]([Si:11]([CH3:43])([CH3:42])[O:12][C@@H:13]1[CH2:37][CH2:36][C@@:35]2([CH3:38])[CH:15]([CH2:16][C@@H:17]([OH:41])[C@@H:18]3[C@@H:34]2[CH2:33][C@H:32]([OH:39])[C@@:31]2([CH3:40])[C@H:19]3[CH2:20][CH2:21][C@@H:22]2[C@H:23]([CH3:30])[CH2:24][CH2:25][C:26](OC)=[O:27])[CH2:14]1)([CH3:10])([CH3:9])[CH3:8].O. Product: [C:7]([Si:11]([CH3:43])([CH3:42])[O:12][C@@H:13]1[CH2:37][CH2:36][C@@:35]2([CH3:38])[CH:15]([CH2:16][C@@H:17]([OH:41])[C@@H:18]3[C@@H:34]2[CH2:33][C@H:32]([OH:39])[C@@:31]2([CH3:40])[C@H:19]3[CH2:20][CH2:21][C@@H:22]2[C@H:23]([CH3:30])[CH2:24][CH2:25][CH2:26][OH:27])[CH2:14]1)([CH3:9])([CH3:10])[CH3:8]. The catalyst class is: 27. (7) Reactant: Cl[C:2]1[N:7]=[CH:6][N:5]=[C:4]([NH2:8])[C:3]=1[C:9]1[N:13]=[C:12]([CH2:14][O:15][CH3:16])[N:11]([CH3:17])[N:10]=1.[NH2:18][C@H:19]([C:22]1[N:23]([CH:34]2[CH2:36][CH2:35]2)[C:24](=[O:33])[C:25]2[C:30]([CH:31]=1)=[CH:29][CH:28]=[CH:27][C:26]=2[Cl:32])[CH2:20][CH3:21].CCN(C(C)C)C(C)C.C(Cl)Cl.CO. Product: [NH2:8][C:4]1[N:5]=[CH:6][N:7]=[C:2]([NH:18][C@H:19]([C:22]2[N:23]([CH:34]3[CH2:36][CH2:35]3)[C:24](=[O:33])[C:25]3[C:30]([CH:31]=2)=[CH:29][CH:28]=[CH:27][C:26]=3[Cl:32])[CH2:20][CH3:21])[C:3]=1[C:9]1[N:13]=[C:12]([CH2:14][O:15][CH3:16])[N:11]([CH3:17])[N:10]=1. The catalyst class is: 114.